The task is: Predict the reaction yield, written as a fraction of the theoretical maximum amount of product (1.0 means a 100% yield; for example, 0.34 means a 34% yield).. This data is from Reaction yield outcomes from USPTO patents with 853,638 reactions. (1) The catalyst is CN(C=O)C. The product is [CH3:3][O:4][C:5](=[O:11])[C:6]([CH3:10])([CH3:9])[CH2:7][O:8][CH2:13][CH3:14]. The yield is 1.00. The reactants are [H-].[Na+].[CH3:3][O:4][C:5](=[O:11])[C:6]([CH3:10])([CH3:9])[CH2:7][OH:8].I[CH2:13][CH3:14]. (2) The reactants are [Cl:1][C:2]1[CH:12]=[C:11](Br)[CH:10]=[CH:9][C:3]=1[C:4]([O:6][CH2:7][CH3:8])=[O:5].[CH:14]([B-](F)(F)F)=[CH2:15].[K+].C(=O)([O-])[O-].[K+].[K+]. The catalyst is CS(C)=O.O. The product is [Cl:1][C:2]1[CH:12]=[C:11]([CH:14]=[CH2:15])[CH:10]=[CH:9][C:3]=1[C:4]([O:6][CH2:7][CH3:8])=[O:5]. The yield is 0.690. (3) The reactants are C[O:2][C:3]([C:5]1[CH:29]=[CH:28][C:8]2[C:9]3[S:10][C:11]([C:17](=[O:27])[N:18]([C:20]4[CH:25]=[CH:24][CH:23]=[CH:22][C:21]=4[Cl:26])[CH3:19])=[CH:12][C:13]=3[CH2:14][CH2:15][O:16][C:7]=2[CH:6]=1)=O.[H-].[Al+3].[Li+].[H-].[H-].[H-]. The catalyst is C1COCC1. The product is [Cl:26][C:21]1[CH:22]=[CH:23][CH:24]=[CH:25][C:20]=1[N:18]([CH3:19])[C:17]([C:11]1[S:10][C:9]2[C:8]3[CH:28]=[CH:29][C:5]([CH2:3][OH:2])=[CH:6][C:7]=3[O:16][CH2:15][CH2:14][C:13]=2[CH:12]=1)=[O:27]. The yield is 0.489. (4) The reactants are Cl[C:2]1[N:7]=[C:6]([NH:8][C:9]2[CH:14]=[CH:13][CH:12]=[CH:11][C:10]=2[C:15]2[N:16]([CH3:20])[CH:17]=[CH:18][N:19]=2)[C:5]([Cl:21])=[CH:4][N:3]=1.[NH2:22][C:23]1[CH:36]=[CH:35][C:26]2[NH:27][C:28](=[O:34])[CH2:29][CH2:30][C:31]([CH3:33])([CH3:32])[C:25]=2[CH:24]=1.Cl. The catalyst is O1CCOCC1.COCCO. The product is [Cl:21][C:5]1[C:6]([NH:8][C:9]2[CH:14]=[CH:13][CH:12]=[CH:11][C:10]=2[C:15]2[N:16]([CH3:20])[CH:17]=[CH:18][N:19]=2)=[N:7][C:2]([NH:22][C:23]2[CH:36]=[CH:35][C:26]3[NH:27][C:28](=[O:34])[CH2:29][CH2:30][C:31]([CH3:33])([CH3:32])[C:25]=3[CH:24]=2)=[N:3][CH:4]=1. The yield is 0.820. (5) The reactants are [Cl:1][C:2]1[CH:10]=[CH:9][C:5]([C:6]([OH:8])=O)=[C:4]([F:11])[CH:3]=1.[C:12]([NH2:16])([CH3:15])([CH3:14])[CH3:13].C1C=CC2N(O)N=NC=2C=1.CCN=C=NCCCN(C)C.Cl. The catalyst is C(Cl)Cl.O. The product is [C:12]([NH:16][C:6](=[O:8])[C:5]1[CH:9]=[CH:10][C:2]([Cl:1])=[CH:3][C:4]=1[F:11])([CH3:15])([CH3:14])[CH3:13]. The yield is 0.960. (6) The reactants are CN(C(ON1N=N[C:11]2[CH:12]=[CH:13][CH:14]=[N:15][C:10]1=2)=[N+](C)C)C.[F:18][P-](F)(F)(F)(F)F.[CH3:25][O:26][C:27]1[CH:28]=CC(NS(C)(=O)=O)=C(C=1)C(O)=O.C(N(CC)CC)C.[OH2:48]. The catalyst is CN(C=O)C. The product is [NH2:15][C:10]1[C:11]([F:18])=[CH:12][CH:13]=[CH:14][C:28]=1[C:27]([O:26][CH3:25])=[O:48]. The yield is 0.300. (7) The reactants are C1C=CC2N(O)N=NC=2C=1.CCN(C(C)C)C(C)C.Cl.[C:21]1([C:27]2[NH:31][N:30]=[C:29]([C:32]([OH:34])=O)[CH:28]=2)[CH:26]=[CH:25][CH:24]=[CH:23][CH:22]=1.CCN=C=NCCCN(C)C.Cl.[NH2:47][CH2:48][C:49]([N:51]1[CH2:56][CH2:55][N:54]([C:57](=[O:69])[C:58]2[CH:63]=[C:62]([F:64])[CH:61]=[CH:60][C:59]=2[C:65]([F:68])([F:67])[F:66])[CH2:53][CH2:52]1)=[O:50]. The catalyst is CN(C=O)C.O. The product is [F:64][C:62]1[CH:61]=[CH:60][C:59]([C:65]([F:67])([F:66])[F:68])=[C:58]([CH:63]=1)[C:57]([N:54]1[CH2:55][CH2:56][N:51]([C:49](=[O:50])[CH2:48][NH:47][C:32]([C:29]2[CH:28]=[C:27]([C:21]3[CH:22]=[CH:23][CH:24]=[CH:25][CH:26]=3)[NH:31][N:30]=2)=[O:34])[CH2:52][CH2:53]1)=[O:69]. The yield is 0.268. (8) The reactants are C([O:5]OC(C)(C)C)(C)(C)C.[Se](=O)=O.[C:14]([C@H:18]1[CH2:23][CH2:22][C@H:21]([O:24][C:25]2[CH:26]=[C:27]3[C:32](=[CH:33][CH:34]=2)[N:31]=[C:30]([CH3:35])[CH:29]=[CH:28]3)[CH2:20][CH2:19]1)([CH3:17])([CH3:16])[CH3:15]. The catalyst is O1CCOCC1.C(Cl)(Cl)Cl. The product is [C:14]([C@H:18]1[CH2:23][CH2:22][C@H:21]([O:24][C:25]2[CH:26]=[C:27]3[C:32](=[CH:33][CH:34]=2)[N:31]=[C:30]([CH:35]=[O:5])[CH:29]=[CH:28]3)[CH2:20][CH2:19]1)([CH3:17])([CH3:16])[CH3:15]. The yield is 0.200. (9) The reactants are [C:1]1([C:7]2[CH:12]=[CH:11][CH:10]=[CH:9][CH:8]=2)[CH:6]=[CH:5][CH:4]=[CH:3][CH:2]=1.[Cl-].[Al+3].[Cl-].[Cl-].[F:17][C:18]1[CH:26]=[CH:25][C:21]([C:22](Cl)=[O:23])=[CH:20][CH:19]=1.Cl. The catalyst is ClC1C(Cl)=C(Cl)C=CC=1. The product is [F:17][C:18]1[CH:26]=[CH:25][C:21]([C:22]([C:4]2[CH:5]=[CH:6][C:1]([C:7]3[CH:8]=[CH:9][CH:10]=[CH:11][CH:12]=3)=[CH:2][CH:3]=2)=[O:23])=[CH:20][CH:19]=1. The yield is 0.470.